Dataset: Catalyst prediction with 721,799 reactions and 888 catalyst types from USPTO. Task: Predict which catalyst facilitates the given reaction. (1) Reactant: [CH3:1][O:2][C:3]1[CH:4]=[C:5]2[C:9](=[CH:10][CH:11]=1)[C:8](=[O:12])[NH:7][CH2:6]2.C([O-])([O-])=O.[Cs+].[Cs+].Br[CH2:20][C:21]1[CH:26]=[CH:25][C:24]([CH3:27])=[CH:23][CH:22]=1. Product: [CH3:1][O:2][C:3]1[CH:4]=[C:5]2[C:9](=[CH:10][CH:11]=1)[C:8](=[O:12])[N:7]([CH2:20][C:21]1[CH:26]=[CH:25][C:24]([CH3:27])=[CH:23][CH:22]=1)[CH2:6]2. The catalyst class is: 10. (2) Reactant: N12CCCC=C1CCCCN2.[CH3:12][O:13][C:14](=[O:26])[C:15]#[C:16][C:17]1[CH:22]=[CH:21][C:20]([O:23][CH2:24][CH3:25])=[CH:19][CH:18]=1.[NH2:27][N+:28]1[CH:33]=[CH:32][CH:31]=[CH:30][N:29]=1. Product: [CH3:12][O:13][C:14]([C:15]1[C:16]([C:17]2[CH:18]=[CH:19][C:20]([O:23][CH2:24][CH3:25])=[CH:21][CH:22]=2)=[N:27][N:28]2[C:33]=1[CH:32]=[CH:31][CH:30]=[N:29]2)=[O:26]. The catalyst class is: 10. (3) Reactant: [Br:1][C:2]1[C:3]([C:18](OC)=[O:19])=[CH:4][C:5]([O:15][CH2:16][CH3:17])=[C:6]([C:8]2[CH:13]=[CH:12][C:11]([F:14])=[CH:10][CH:9]=2)[CH:7]=1.[H-].[Al+3].[Li+].[H-].[H-].[H-].O.O.O.O.O.O.O.O.O.O.S([O-])([O-])(=O)=O.[Na+].[Na+]. Product: [Br:1][C:2]1[C:3]([CH:18]=[O:19])=[CH:4][C:5]([O:15][CH2:16][CH3:17])=[C:6]([C:8]2[CH:9]=[CH:10][C:11]([F:14])=[CH:12][CH:13]=2)[CH:7]=1. The catalyst class is: 1. (4) Reactant: COCC(O[CH:7]([C:26]1[CH:27]=[C:28]2[C:32](=[CH:33][CH:34]=1)[N:31]([CH2:35][O:36][CH2:37][CH2:38][Si:39]([CH3:42])([CH3:41])[CH3:40])[CH:30]=[C:29]2[CH2:43][CH2:44][CH2:45][O:46][CH3:47])[CH:8]([CH2:12][CH:13]([N:23]=[N+]=[N-])[CH:14]1[CH2:18][CH:17]([CH:19]([CH3:21])[CH3:20])[C:16](=[O:22])[O:15]1)[CH:9]([CH3:11])[CH3:10])=O.C(CN)O. The catalyst class is: 29. Product: [NH2:23][CH:13]([CH:14]1[O:15][C:16](=[O:22])[CH:17]([CH:19]([CH3:21])[CH3:20])[CH2:18]1)[CH2:12][CH:8]([CH2:7][C:26]1[CH:27]=[C:28]2[C:32](=[CH:33][CH:34]=1)[N:31]([CH2:35][O:36][CH2:37][CH2:38][Si:39]([CH3:40])([CH3:42])[CH3:41])[CH:30]=[C:29]2[CH2:43][CH2:44][CH2:45][O:46][CH3:47])[CH:9]([CH3:11])[CH3:10].